Dataset: Catalyst prediction with 721,799 reactions and 888 catalyst types from USPTO. Task: Predict which catalyst facilitates the given reaction. (1) Reactant: [F:1][C:2]([F:32])([F:31])[C:3]1[CH:8]=[CH:7][C:6]([C@@H:9]2[C:18]3[C:13](=[CH:14][CH:15]=[CH:16][CH:17]=3)[CH2:12][CH2:11][N:10]2[C:19](OC2C=CC([N+]([O-])=O)=CC=2)=[O:20])=[CH:5][CH:4]=1.[NH2:33][C:34]1[CH:41]=[CH:40][C:37]([C:38]#[N:39])=[C:36]([F:42])[CH:35]=1.[H-].[Na+].O. Product: [C:38]([C:37]1[CH:40]=[CH:41][C:34]([NH:33][C:19]([N:10]2[CH2:11][CH2:12][C:13]3[C:18](=[CH:17][CH:16]=[CH:15][CH:14]=3)[C@H:9]2[C:6]2[CH:5]=[CH:4][C:3]([C:2]([F:1])([F:32])[F:31])=[CH:8][CH:7]=2)=[O:20])=[CH:35][C:36]=1[F:42])#[N:39]. The catalyst class is: 23. (2) The catalyst class is: 2. Product: [F:1][C:2]1[CH:7]=[CH:6][C:5]([O:8][CH3:9])=[CH:4][C:3]=1[NH:10][C:11]1[N:19]=[CH:18][CH:17]=[CH:16][C:12]=1[C:13]([NH:21][C:22]([CH3:27])([CH2:25][CH3:26])[C:23]#[CH:24])=[O:15]. Reactant: [F:1][C:2]1[CH:7]=[CH:6][C:5]([O:8][CH3:9])=[CH:4][C:3]=1[NH:10][C:11]1[N:19]=[CH:18][CH:17]=[CH:16][C:12]=1[C:13]([OH:15])=O.Cl.[NH2:21][C:22]([CH3:27])([CH2:25][CH3:26])[C:23]#[CH:24].C1C=CC2N(O)N=NC=2C=1.CCN=C=NCCCN(C)C.CCN(C(C)C)C(C)C. (3) Reactant: [BH4-].[Na+].[C:3]([C:5]1[CH:6]=[C:7]([CH:29]=[CH:30][C:31]=1[C:32]([F:35])([F:34])[F:33])[O:8][C:9]1[CH:14]=[CH:13][C:12]([N:15]2[C:23]3[C:18](=[CH:19][CH:20]=[CH:21][CH:22]=3)[C:17]([C:24](=[O:28])[C:25]([NH2:27])=[O:26])=[CH:16]2)=[CH:11][CH:10]=1)#[N:4]. Product: [C:3]([C:5]1[CH:6]=[C:7]([CH:29]=[CH:30][C:31]=1[C:32]([F:35])([F:33])[F:34])[O:8][C:9]1[CH:10]=[CH:11][C:12]([N:15]2[C:23]3[C:18](=[CH:19][CH:20]=[CH:21][CH:22]=3)[C:17]([CH:24]([OH:28])[C:25]([NH2:27])=[O:26])=[CH:16]2)=[CH:13][CH:14]=1)#[N:4]. The catalyst class is: 301. (4) Reactant: C(OC([NH:8][C@H:9]([C:13]1[NH:14][C:15]([C:18]2[CH:23]=[CH:22][C:21]([C:24]3[CH:29]=[CH:28][C:27]([C:30]4[NH:34][C:33]([C@@H:35]5[CH2:39][CH2:38][CH2:37][N:36]5C(OC(C)(C)C)=O)=[N:32][CH:31]=4)=[CH:26][CH:25]=3)=[CH:20][CH:19]=2)=[CH:16][N:17]=1)[CH:10]([CH3:12])[CH3:11])=O)(C)(C)C.C(O)(C(F)(F)F)=O. Product: [CH3:11][CH:10]([CH3:12])[C@@H:9]([C:13]1[NH:14][C:15]([C:18]2[CH:23]=[CH:22][C:21]([C:24]3[CH:29]=[CH:28][C:27]([C:30]4[NH:34][C:33]([C@@H:35]5[CH2:39][CH2:38][CH2:37][NH:36]5)=[N:32][CH:31]=4)=[CH:26][CH:25]=3)=[CH:20][CH:19]=2)=[CH:16][N:17]=1)[NH2:8]. The catalyst class is: 2. (5) The catalyst class is: 5. Product: [CH:5]1([C:3]2[N:8]=[C:9]([NH2:11])[S:10][CH:2]=2)[CH2:7][CH2:6]1. Reactant: Br[CH2:2][C:3]([CH:5]1[CH2:7][CH2:6]1)=O.[NH2:8][C:9]([NH2:11])=[S:10]. (6) Reactant: [C:1]([C:5]1[CH:45]=[CH:44][C:8]([C:9]([N:11]([CH2:25][C:26]2[CH:31]=[CH:30][C:29]([C:32]#[C:33][C:34]3[CH:39]=[CH:38][C:37]([CH2:40][CH2:41][CH2:42][CH3:43])=[CH:36][CH:35]=3)=[CH:28][CH:27]=2)[C:12]2[CH:24]=[CH:23][C:15]3[O:16]C(C)(C)[O:18][C:19](=[O:20])[C:14]=3[CH:13]=2)=[O:10])=[CH:7][CH:6]=1)([CH3:4])([CH3:3])[CH3:2].[OH-].[Na+]. Product: [C:1]([C:5]1[CH:6]=[CH:7][C:8]([C:9]([N:11]([CH2:25][C:26]2[CH:31]=[CH:30][C:29]([C:32]#[C:33][C:34]3[CH:35]=[CH:36][C:37]([CH2:40][CH2:41][CH2:42][CH3:43])=[CH:38][CH:39]=3)=[CH:28][CH:27]=2)[C:12]2[CH:24]=[CH:23][C:15]([OH:16])=[C:14]([CH:13]=2)[C:19]([OH:20])=[O:18])=[O:10])=[CH:44][CH:45]=1)([CH3:3])([CH3:2])[CH3:4]. The catalyst class is: 14.